Dataset: Peptide-MHC class II binding affinity with 134,281 pairs from IEDB. Task: Regression. Given a peptide amino acid sequence and an MHC pseudo amino acid sequence, predict their binding affinity value. This is MHC class II binding data. (1) The peptide sequence is TALKKAITAMSEAQK. The MHC is HLA-DQA10401-DQB10402 with pseudo-sequence HLA-DQA10401-DQB10402. The binding affinity (normalized) is 0.316. (2) The peptide sequence is AYGRGIRYDERPEQL. The MHC is HLA-DQA10101-DQB10501 with pseudo-sequence HLA-DQA10101-DQB10501. The binding affinity (normalized) is 0.114. (3) The binding affinity (normalized) is 0.234. The peptide sequence is DIVEVDRDTARRHLA. The MHC is DRB5_0101 with pseudo-sequence DRB5_0101. (4) The peptide sequence is APWLDLVRKLGVLAG. The MHC is DRB1_0301 with pseudo-sequence DRB1_0301. The binding affinity (normalized) is 0.399. (5) The peptide sequence is LLGQNTAAIAAIEAQ. The MHC is DRB3_0101 with pseudo-sequence DRB3_0101. The binding affinity (normalized) is 0.0713. (6) The peptide sequence is TAKAPGLVPKLDAAY. The MHC is HLA-DQA10401-DQB10402 with pseudo-sequence HLA-DQA10401-DQB10402. The binding affinity (normalized) is 0.229. (7) The peptide sequence is DILLRMSKMQLGSSS. The MHC is DRB1_0405 with pseudo-sequence DRB1_0405. The binding affinity (normalized) is 0.0692. (8) The peptide sequence is ISLLLIQSWLEPVQF. The MHC is DRB1_0301 with pseudo-sequence DRB1_0301. The binding affinity (normalized) is 0.0538.